From a dataset of Forward reaction prediction with 1.9M reactions from USPTO patents (1976-2016). Predict the product of the given reaction. (1) The product is: [NH2:14][C:5]1[C:4]([CH2:3][O:2][CH3:1])=[CH:13][CH:12]=[CH:11][C:6]=1[C:7]([O:9][CH3:10])=[O:8]. Given the reactants [CH3:1][O:2][CH2:3][C:4]1[C:5]([N+:14]([O-])=O)=[C:6]([CH:11]=[CH:12][CH:13]=1)[C:7]([O:9][CH3:10])=[O:8].C(N(C(C)C)CC)(C)C, predict the reaction product. (2) Given the reactants [Cl:1][C:2]1[CH:17]=[CH:16][C:5]([O:6][C:7]2[CH:8]=[C:9]([CH:13]=[CH:14][CH:15]=2)[C:10](O)=[O:11])=[C:4]([N+:18]([O-:20])=[O:19])[CH:3]=1.C(Cl)(=O)C([Cl:24])=O, predict the reaction product. The product is: [Cl:1][C:2]1[CH:17]=[CH:16][C:5]([O:6][C:7]2[CH:8]=[C:9]([CH:13]=[CH:14][CH:15]=2)[C:10]([Cl:24])=[O:11])=[C:4]([N+:18]([O-:20])=[O:19])[CH:3]=1. (3) Given the reactants [C:1]([O:5][C:6]([C:8]1[CH:13]=[CH:12][C:11]([CH2:14][C:15]([OH:17])=[O:16])=[CH:10][CH:9]=1)=[O:7])([CH3:4])([CH3:3])[CH3:2].[CH3:18]CN=C=NCCCN(C)C.CO, predict the reaction product. The product is: [CH3:18][O:16][C:15](=[O:17])[CH2:14][C:11]1[CH:10]=[CH:9][C:8]([C:6]([O:5][C:1]([CH3:4])([CH3:2])[CH3:3])=[O:7])=[CH:13][CH:12]=1. (4) Given the reactants N[C@@H]1C2C(=CC=CC=2)C[C@@H]1O.[CH:12]([C:15]1[CH:24]=[C:23]2[C:18]([C:19](=[O:27])[CH2:20][C:21]([CH3:26])([CH3:25])[O:22]2)=[C:17]([C:28]2[CH:33]=[CH:32][CH:31]=[CH:30][CH:29]=2)[C:16]=1[C:34](=[O:46])[C:35]1[CH:40]=[CH:39][C:38]([O:41][C:42]([F:45])([F:44])[F:43])=[CH:37][CH:36]=1)([CH3:14])[CH3:13].CO, predict the reaction product. The product is: [OH:27][C@@H:19]1[C:18]2[C:23](=[CH:24][C:15]([CH:12]([CH3:13])[CH3:14])=[C:16]([C:34]([C:35]3[CH:40]=[CH:39][C:38]([O:41][C:42]([F:45])([F:43])[F:44])=[CH:37][CH:36]=3)=[O:46])[C:17]=2[C:28]2[CH:29]=[CH:30][CH:31]=[CH:32][CH:33]=2)[O:22][C:21]([CH3:25])([CH3:26])[CH2:20]1.